This data is from HIV replication inhibition screening data with 41,000+ compounds from the AIDS Antiviral Screen. The task is: Binary Classification. Given a drug SMILES string, predict its activity (active/inactive) in a high-throughput screening assay against a specified biological target. The molecule is CN(C)C=Nc1cccc2cnccc12. The result is 0 (inactive).